This data is from Reaction yield outcomes from USPTO patents with 853,638 reactions. The task is: Predict the reaction yield, written as a fraction of the theoretical maximum amount of product (1.0 means a 100% yield; for example, 0.34 means a 34% yield). The yield is 0.360. The reactants are [CH3:1][O:2][C:3]1[CH:4]=[C:5]2[C:10](=[CH:11][C:12]=1[O:13][CH3:14])[CH2:9][N:8]([CH2:15][CH2:16][CH2:17][CH2:18][NH:19][C:20](=[O:35])[C:21]1[CH:26]=[C:25]([CH3:27])[CH:24]=[CH:23][C:22]=1[O:28][CH2:29][CH2:30][O:31][CH2:32][CH2:33]O)[CH2:7][CH2:6]2.C(N(S(F)(F)[F:42])CC)C. The product is [CH3:1][O:2][C:3]1[CH:4]=[C:5]2[C:10](=[CH:11][C:12]=1[O:13][CH3:14])[CH2:9][N:8]([CH2:15][CH2:16][CH2:17][CH2:18][NH:19][C:20](=[O:35])[C:21]1[CH:26]=[C:25]([CH3:27])[CH:24]=[CH:23][C:22]=1[O:28][CH2:29][CH2:30][O:31][CH2:32][CH2:33][F:42])[CH2:7][CH2:6]2. The catalyst is ClCCl.